From a dataset of Forward reaction prediction with 1.9M reactions from USPTO patents (1976-2016). Predict the product of the given reaction. (1) Given the reactants [Si]([O:18][C:19]1[CH:58]=[CH:57][C:22]([O:23][CH2:24][C@@H:25]([OH:56])[CH2:26][NH:27][CH2:28][CH2:29][C:30]2[CH:55]=[CH:54][C:33]([NH:34][CH:35]3[CH2:40][CH2:39][N:38]([C:41]([NH:43][CH2:44][CH2:45][CH2:46][C:47]4[CH:52]=[CH:51][C:50]([CH3:53])=[CH:49][CH:48]=4)=[O:42])[CH2:37][CH2:36]3)=[CH:32][CH:31]=2)=[CH:21][CH:20]=1)(C(C)(C)C)(C1C=CC=CC=1)C1C=CC=CC=1, predict the reaction product. The product is: [C:50]1([CH3:53])[CH:51]=[CH:52][C:47]([CH2:46][CH2:45][CH2:44][NH:43][C:41]([N:38]2[CH2:37][CH2:36][CH:35]([NH:34][C:33]3[CH:54]=[CH:55][C:30]([CH2:29][CH2:28][NH:27][CH2:26][C@H:25]([OH:56])[CH2:24][O:23][C:22]4[CH:21]=[CH:20][C:19]([OH:18])=[CH:58][CH:57]=4)=[CH:31][CH:32]=3)[CH2:40][CH2:39]2)=[O:42])=[CH:48][CH:49]=1. (2) Given the reactants [CH2:1]([NH:3][C:4]1[CH:9]=[C:8]([O:10][CH3:11])[CH:7]=[CH:6][C:5]=1[CH:12]1[CH2:21][CH2:20][C:19]2[CH:18]=[C:17]([O:22][C:23](=[O:28])[C:24]([CH3:27])([CH3:26])[CH3:25])[CH:16]=[CH:15][C:14]=2[CH2:13]1)[CH3:2].[CH3:29][N:30]1[CH:35]2[CH2:36][CH2:37][CH:31]1[CH2:32][CH:33]([O:38][C:39]1[CH:46]=[CH:45][C:42]([CH:43]=O)=[CH:41][CH:40]=1)[CH2:34]2.C(O[BH-](OC(=O)C)OC(=O)C)(=O)C.[Na+].N, predict the reaction product. The product is: [CH2:1]([N:3]([CH2:43][C:42]1[CH:41]=[CH:40][C:39]([O:38][CH:33]2[CH2:34][CH:35]3[N:30]([CH3:29])[CH:31]([CH2:37][CH2:36]3)[CH2:32]2)=[CH:46][CH:45]=1)[C:4]1[CH:9]=[C:8]([O:10][CH3:11])[CH:7]=[CH:6][C:5]=1[CH:12]1[CH2:21][CH2:20][C:19]2[CH:18]=[C:17]([O:22][C:23](=[O:28])[C:24]([CH3:27])([CH3:26])[CH3:25])[CH:16]=[CH:15][C:14]=2[CH2:13]1)[CH3:2]. (3) Given the reactants [F:1][C:2]1[CH:3]=[C:4]([O:20][CH3:21])[CH:5]=[C:6]2[C:11]=1[N:10]=[CH:9][CH:8]=[C:7]2OS(C(F)(F)F)(=O)=O.[CH:22]([O:24][CH2:25][CH2:26][CH2:27][CH3:28])=[CH2:23].C(N(CC)CC)C.C1(P(C2C=CC=CC=2)CCCP(C2C=CC=CC=2)C2C=CC=CC=2)C=CC=CC=1, predict the reaction product. The product is: [CH2:25]([O:24][C:22]([C:7]1[C:6]2[C:11](=[C:2]([F:1])[CH:3]=[C:4]([O:20][CH3:21])[CH:5]=2)[N:10]=[CH:9][CH:8]=1)=[CH2:23])[CH2:26][CH2:27][CH3:28]. (4) Given the reactants [C:1]([N:5]1[CH2:10][CH2:9][N:8]([C:11](OC(C)(C)C)=[O:12])[C@@H:7]([C:18]([N:20]2[CH2:25][CH2:24][NH:23][CH2:22][CH2:21]2)=[O:19])[CH2:6]1)([CH3:4])([CH3:3])[CH3:2].[Br:26][C:27]1[S:31][C:30]([NH:32][C:33](=[O:41])OC2C=CC=CC=2)=[N:29][C:28]=1[CH3:42], predict the reaction product. The product is: [NH3:5].[CH3:11][OH:12].[Br:26][C:27]1[S:31][C:30]([NH:32][C:33]([N:23]2[CH2:24][CH2:25][N:20]([C:18]([C@H:7]3[CH2:6][N:5]([C:1]([CH3:4])([CH3:3])[CH3:2])[CH2:10][CH2:9][NH:8]3)=[O:19])[CH2:21][CH2:22]2)=[O:41])=[N:29][C:28]=1[CH3:42]. (5) The product is: [CH3:57][N:56]([CH3:58])[C:55]([O:59][C:25]1[CH:24]=[CH:23][C:22]([C:21]#[N:20])=[CH:27][CH:26]=1)=[S:54]. Given the reactants C(OC(N1CCC2C([NH:20][CH2:21][C:22]3[CH:27]=[CH:26][C:25](SC(=O)N(C)C)=[CH:24][CH:23]=3)=C(Cl)C=CC=2CC1)=O)(C)(C)C.ClC1C=CC2CCNCCC=2C=1NCC1C=CC([S:54][C:55](=[O:59])[N:56]([CH3:58])[CH3:57])=CC=1.C(OC(OC(OC(C)(C)C)=O)=O)(C)(C)C.C(N(CC)CC)C, predict the reaction product. (6) Given the reactants [F:1][C:2]1[CH:7]=[C:6]([F:8])[CH:5]=[CH:4][C:3]=1[N:9]1[CH2:14][CH2:13][NH:12][CH2:11][CH2:10]1.N1CCNCC1.Br[C:22]1[CH:27]=CC(F)=C[C:23]=1F.C(Br)C#C.C([O-])([O-])=O.[K+].[K+], predict the reaction product. The product is: [F:1][C:2]1[CH:7]=[C:6]([F:8])[CH:5]=[CH:4][C:3]=1[N:9]1[CH2:10][CH2:11][N:12]([CH2:27][C:22]#[CH:23])[CH2:13][CH2:14]1. (7) Given the reactants FC(F)(F)C(O)=O.[Cl:8][C:9]1[CH:10]=[C:11]([NH:16][C:17]2[C:26]3[C:21](=[CH:22][C:23]([O:33][CH2:34][CH2:35][N:36]4[CH2:41][CH2:40][N:39](C(OC(C)(C)C)=O)[CH2:38][CH2:37]4)=[C:24]([O:27][CH:28]4[CH2:32][CH2:31][CH2:30][CH2:29]4)[CH:25]=3)[N:20]=[CH:19][N:18]=2)[CH:12]=[CH:13][C:14]=1[F:15], predict the reaction product. The product is: [Cl:8][C:9]1[CH:10]=[C:11]([NH:16][C:17]2[C:26]3[C:21](=[CH:22][C:23]([O:33][CH2:34][CH2:35][N:36]4[CH2:37][CH2:38][NH:39][CH2:40][CH2:41]4)=[C:24]([O:27][CH:28]4[CH2:29][CH2:30][CH2:31][CH2:32]4)[CH:25]=3)[N:20]=[CH:19][N:18]=2)[CH:12]=[CH:13][C:14]=1[F:15].